Dataset: Peptide-MHC class I binding affinity with 185,985 pairs from IEDB/IMGT. Task: Regression. Given a peptide amino acid sequence and an MHC pseudo amino acid sequence, predict their binding affinity value. This is MHC class I binding data. (1) The peptide sequence is AFDLSHFLK. The MHC is HLA-A02:03 with pseudo-sequence HLA-A02:03. The binding affinity (normalized) is 0. (2) The peptide sequence is YTAVVPLVY. The MHC is Patr-A0301 with pseudo-sequence Patr-A0301. The binding affinity (normalized) is 0.357. (3) The peptide sequence is MTYLDGHPV. The MHC is HLA-A29:02 with pseudo-sequence HLA-A29:02. The binding affinity (normalized) is 0.834. (4) The peptide sequence is EEMNLPGRW. The MHC is HLA-A24:02 with pseudo-sequence HLA-A24:02. The binding affinity (normalized) is 0. (5) The peptide sequence is AALEGLSGF. The MHC is HLA-A11:01 with pseudo-sequence HLA-A11:01. The binding affinity (normalized) is 0.213.